Task: Binary Classification. Given a T-cell receptor sequence (or CDR3 region) and an epitope sequence, predict whether binding occurs between them.. Dataset: TCR-epitope binding with 47,182 pairs between 192 epitopes and 23,139 TCRs (1) The epitope is SLVKPSFYV. The TCR CDR3 sequence is CASYSGDLQETQYF. Result: 1 (the TCR binds to the epitope). (2) The epitope is TSDLATNNLVVMAY. The TCR CDR3 sequence is CATSEGTGSSYNEQFF. Result: 1 (the TCR binds to the epitope). (3) The epitope is KLSYGIATV. The TCR CDR3 sequence is CASSQDPGLNTEAFF. Result: 0 (the TCR does not bind to the epitope).